The task is: Predict which catalyst facilitates the given reaction.. This data is from Catalyst prediction with 721,799 reactions and 888 catalyst types from USPTO. (1) Reactant: [F:1][C:2]1[CH:25]=[CH:24][CH:23]=[C:22]([F:26])[C:3]=1[C:4]([NH:6][C:7](=[O:21])[N:8]([C:10]1[CH:15]=[CH:14][C:13]([S:16][CH2:17][CH:18]=[CH2:19])=[CH:12][C:11]=1[F:20])[CH3:9])=[O:5].[H-].[Na+].[CH3:29]I.[Cl-].[NH4+]. Product: [F:1][C:2]1[CH:25]=[CH:24][CH:23]=[C:22]([F:26])[C:3]=1[C:4]([N:6]([CH3:29])[C:7]([N:8]([C:10]1[CH:15]=[CH:14][C:13]([S:16][CH2:17][CH:18]=[CH2:19])=[CH:12][C:11]=1[F:20])[CH3:9])=[O:21])=[O:5]. The catalyst class is: 264. (2) Reactant: [NH2:1][CH2:2][C:3]1([CH2:6][O:7][C:8]2[C:13]([O:14][CH3:15])=[C:12]([O:16][CH3:17])[CH:11]=[CH:10][C:9]=2[C:18]2[CH:26]=[CH:25][CH:24]=[C:23]3[C:19]=2[CH2:20][CH2:21][C:22]3=[O:27])[CH2:5][CH2:4]1.C(N(C(C)C)CC)(C)C.[C:37](Cl)(=[O:41])[CH2:38][CH2:39][CH3:40]. Product: [CH3:15][O:14][C:13]1[C:12]([O:16][CH3:17])=[CH:11][CH:10]=[C:9]([C:18]2[CH:26]=[CH:25][CH:24]=[C:23]3[C:19]=2[CH2:20][CH2:21][C:22]3=[O:27])[C:8]=1[O:7][CH2:6][C:3]1([CH2:2][NH:1][C:37](=[O:41])[CH2:38][CH2:39][CH3:40])[CH2:4][CH2:5]1. The catalyst class is: 4.